From a dataset of Catalyst prediction with 721,799 reactions and 888 catalyst types from USPTO. Predict which catalyst facilitates the given reaction. (1) Reactant: [CH2:1]([N:4]1[CH2:9][CH2:8][CH2:7][CH2:6][C:5]1=[O:10])[CH2:2][CH3:3].[OH-:11].[Na+].Cl.[C:14](=O)([O-])[O-].[Na+].[Na+].[Br:20][C:21]1[CH:22]=[N:23][C:24](Cl)=[C:25]([CH:28]=1)[CH:26]=[O:27]. The catalyst class is: 58. Product: [Br:20][C:21]1[CH:28]=[C:25]([CH:26]=[O:27])[C:24]([N:4]([CH2:1][CH2:2][CH3:3])[CH2:9][CH2:8][CH2:7][CH2:6][C:5]([O:10][CH3:14])=[O:11])=[N:23][CH:22]=1. (2) Reactant: [C:1](=[NH:14])([C:8]1[CH:13]=[CH:12][CH:11]=[CH:10][CH:9]=1)[C:2]1[CH:7]=[CH:6][CH:5]=[CH:4][CH:3]=1.Cl.[CH3:16][O:17][C:18](=[O:21])[CH2:19]N. Product: [CH3:16][O:17][C:18](=[O:21])[CH2:19][N:14]=[C:1]([C:8]1[CH:9]=[CH:10][CH:11]=[CH:12][CH:13]=1)[C:2]1[CH:7]=[CH:6][CH:5]=[CH:4][CH:3]=1. The catalyst class is: 4.